From a dataset of Forward reaction prediction with 1.9M reactions from USPTO patents (1976-2016). Predict the product of the given reaction. (1) Given the reactants [F:1][C:2]1[CH:7]=[C:6]([F:8])[CH:5]=[CH:4][C:3]=1[CH:9]([N:20]1[C@H:25]([CH2:26][CH:27]([CH3:29])[CH3:28])[C:24](=[O:30])[NH:23][C@H:22]([CH:31]2[CH2:39][C:38]3[C:33](=[CH:34][CH:35]=[CH:36][CH:37]=3)[CH2:32]2)[C:21]1=[O:40])[C:10](NC1C=CC=CC=1O)=[O:11].C(N1C=CN=C1)(N1C=CN=C1)=[O:42], predict the reaction product. The product is: [F:1][C:2]1[CH:7]=[C:6]([F:8])[CH:5]=[CH:4][C:3]=1[CH:9]([N:20]1[C@H:25]([CH2:26][CH:27]([CH3:28])[CH3:29])[C:24](=[O:30])[NH:23][C@H:22]([CH:31]2[CH2:32][C:33]3[C:38](=[CH:37][CH:36]=[CH:35][CH:34]=3)[CH2:39]2)[C:21]1=[O:40])[C:10]([OH:42])=[O:11]. (2) Given the reactants [BH4-].[Na+].[N+:3]([C:6]1[N:7]([CH2:11][C:12]([C:14]2[CH:15]=[N:16][CH:17]=[CH:18][CH:19]=2)=[O:13])[CH:8]=[CH:9][N:10]=1)([O-:5])=[O:4], predict the reaction product. The product is: [N+:3]([C:6]1[N:7]([CH2:11][CH:12]([C:14]2[CH:15]=[N:16][CH:17]=[CH:18][CH:19]=2)[OH:13])[CH:8]=[CH:9][N:10]=1)([O-:5])=[O:4]. (3) Given the reactants Br[C:2]1[C:10]2[N:9]3[CH2:11][CH2:12][NH:13][C:14](=[O:15])[C:8]3=[C:7]([CH3:16])[C:6]=2[CH:5]=[C:4]([C:17]#[N:18])[CH:3]=1.[Cl:19][C:20]1[CH:25]=[CH:24][C:23](B(O)O)=[CH:22][C:21]=1[F:29], predict the reaction product. The product is: [Cl:19][C:20]1[CH:25]=[CH:24][C:23]([C:2]2[C:10]3[N:9]4[CH2:11][CH2:12][NH:13][C:14](=[O:15])[C:8]4=[C:7]([CH3:16])[C:6]=3[CH:5]=[C:4]([C:17]#[N:18])[CH:3]=2)=[CH:22][C:21]=1[F:29]. (4) Given the reactants [Br:1][C:2]1[CH:3]=[N:4][C:5]2[N:6]([N:8]=[C:9]([C:11]([OH:13])=O)[CH:10]=2)[CH:7]=1.[CH3:14][N:15]1[C:27]2[C:18](=[C:19]3[C:24](=[CH:25][CH:26]=2)[CH:23]([CH3:28])[NH:22][CH2:21][CH2:20]3)[CH:17]=[CH:16]1, predict the reaction product. The product is: [Br:1][C:2]1[CH:3]=[N:4][C:5]2[N:6]([N:8]=[C:9]([C:11]([N:22]3[CH2:21][CH2:20][C:19]4[C:24](=[CH:25][CH:26]=[C:27]5[N:15]([CH3:14])[CH:16]=[CH:17][C:18]5=4)[CH:23]3[CH3:28])=[O:13])[CH:10]=2)[CH:7]=1. (5) Given the reactants [Cl:1][C:2]1[CH:3]=[CH:4][C:5]([OH:12])=[C:6]([CH:11]=1)[C:7]([O:9]C)=O.O[CH2:14][CH2:15][CH2:16][CH2:17][CH2:18][NH:19][C:20](=[O:26])[O:21][C:22]([CH3:25])([CH3:24])[CH3:23], predict the reaction product. The product is: [Cl:1][C:2]1[CH:3]=[CH:4][C:5]([O:12][CH2:14][CH2:15][CH2:16][CH2:17][CH2:18][NH:19][C:20](=[O:26])[O:21][C:22]([CH3:25])([CH3:24])[CH3:23])=[C:6]([CH2:7][OH:9])[CH:11]=1. (6) Given the reactants [CH2:1]([Si:3](Cl)([CH2:6][CH3:7])[CH2:4][CH3:5])[CH3:2].[OH:9][CH2:10][C@@H:11]1[CH:26]=[C:25]2[C@@H:15]([CH2:16][CH:17]3[C:27]4[C:20](=[CH:21][CH:22]=[CH:23][C:24]2=4)[NH:19][CH2:18]3)[N:13]([CH3:14])[CH2:12]1.C(N(CC)CC)C.O, predict the reaction product. The product is: [CH2:1]([Si:3]([CH2:6][CH3:7])([CH2:4][CH3:5])[O:9][CH2:10][C@@H:11]1[CH:26]=[C:25]2[C@@H:15]([CH2:16][C:17]3[C:27]4[C:20](=[CH:21][CH:22]=[CH:23][C:24]2=4)[NH:19][CH:18]=3)[N:13]([CH3:14])[CH2:12]1)[CH3:2]. (7) Given the reactants [Cl:1][C:2]1[CH:22]=[C:21]([Cl:23])[CH:20]=[CH:19][C:3]=1[O:4][C:5]1[C:10]([CH2:11][CH2:12][CH2:13][OH:14])=[CH:9][CH:8]=[C:7]([O:15][CH:16]([CH3:18])[CH3:17])[N:6]=1.[CH3:24][N:25]1[CH:29]=[C:28]([CH2:30][C:31]([O:33]C)=[O:32])[C:27](O)=[N:26]1.C(P(CCCC)CCCC)CCC.N(C(N1CCCCC1)=O)=NC(N1CCCCC1)=O.O1CCCC1CO.[OH-].[Na+].Cl, predict the reaction product. The product is: [Cl:1][C:2]1[CH:22]=[C:21]([Cl:23])[CH:20]=[CH:19][C:3]=1[O:4][C:5]1[C:10]([CH2:11][CH2:12][CH2:13][O:14][C:27]2[C:28]([CH2:30][C:31]([OH:33])=[O:32])=[CH:29][N:25]([CH3:24])[N:26]=2)=[CH:9][CH:8]=[C:7]([O:15][CH:16]([CH3:18])[CH3:17])[N:6]=1.